This data is from Retrosynthesis with 50K atom-mapped reactions and 10 reaction types from USPTO. The task is: Predict the reactants needed to synthesize the given product. (1) The reactants are: Cc1ccc(S(=O)(=O)Cl)cc1.O=[N+]([O-])c1ccccc1CCO. Given the product Cc1ccc(S(=O)(=O)OCCc2ccccc2[N+](=O)[O-])cc1, predict the reactants needed to synthesize it. (2) Given the product O=C(c1ccccc1)c1c(Cl)cc(CBr)cc1Cl, predict the reactants needed to synthesize it. The reactants are: Cc1cc(Cl)c(C(=O)c2ccccc2)c(Cl)c1.O=C1CCC(=O)N1Br. (3) The reactants are: NCCC1CCC(CN2CCCC2)CC1.O=C(O)c1ccc(-c2ccc(Cl)cc2)cc1. Given the product O=C(NCCC1CCC(CN2CCCC2)CC1)c1ccc(-c2ccc(Cl)cc2)cc1, predict the reactants needed to synthesize it.